Dataset: Catalyst prediction with 721,799 reactions and 888 catalyst types from USPTO. Task: Predict which catalyst facilitates the given reaction. Reactant: CC[N+](S(N=C(OC)[O-])(=O)=O)(CC)CC.[NH2:16][C:17]([C@H:19]1[CH2:24][N:23]([C:25]([O:27][C:28]([CH3:31])([CH3:30])[CH3:29])=[O:26])[C@H:22]([CH3:32])[CH2:21][CH2:20]1)=O. Product: [C:17]([C@@H:19]1[CH2:24][N:23]([C:25]([O:27][C:28]([CH3:31])([CH3:30])[CH3:29])=[O:26])[C@H:22]([CH3:32])[CH2:21][CH2:20]1)#[N:16]. The catalyst class is: 2.